Dataset: Full USPTO retrosynthesis dataset with 1.9M reactions from patents (1976-2016). Task: Predict the reactants needed to synthesize the given product. (1) Given the product [C:58]([NH:57][C@H:54]1[CH2:55][CH2:56][N:52]([CH2:35][C:31]2[CH:30]=[C:29]([CH:34]=[CH:33][CH:32]=2)[C:28]([NH:27][C:16]2[CH:17]=[CH:18][C:19]([N:21]3[CH2:26][CH2:25][CH2:24][CH2:23][CH2:22]3)=[CH:20][C:15]=2[C:11]2[CH:10]=[C:9]([CH:14]=[CH:13][N:12]=2)[C:8]([NH:7][CH2:6][C:5]2[CH:39]=[CH:40][CH:41]=[C:3]([C:2]([F:43])([F:42])[F:1])[CH:4]=2)=[O:38])=[O:37])[CH2:53]1)(=[O:60])[CH3:59], predict the reactants needed to synthesize it. The reactants are: [F:1][C:2]([F:43])([F:42])[C:3]1[CH:4]=[C:5]([CH:39]=[CH:40][CH:41]=1)[CH2:6][NH:7][C:8](=[O:38])[C:9]1[CH:14]=[CH:13][N:12]=[C:11]([C:15]2[CH:20]=[C:19]([N:21]3[CH2:26][CH2:25][CH2:24][CH2:23][CH2:22]3)[CH:18]=[CH:17][C:16]=2[NH:27][C:28](=[O:37])[C:29]2[CH:34]=[CH:33][CH:32]=[C:31]([CH2:35]Br)[CH:30]=2)[CH:10]=1.C(=O)([O-])[O-].[K+].[K+].[I-].[K+].[NH:52]1[CH2:56][CH2:55][C@H:54]([NH:57][C:58](=[O:60])[CH3:59])[CH2:53]1. (2) Given the product [CH2:1]([O:8][C:9]1[CH:25]=[CH:24][CH:23]=[CH:22][C:10]=1[C:11]1[O:21][C@@H:19]([CH3:20])[C@@H:14]([C:15]([O:17][CH3:18])=[O:16])[N:13]=1)[C:2]1[CH:7]=[CH:6][CH:5]=[CH:4][CH:3]=1, predict the reactants needed to synthesize it. The reactants are: [CH2:1]([O:8][C:9]1[CH:25]=[CH:24][CH:23]=[CH:22][C:10]=1[C:11]([NH:13][C@@H:14]([C@H:19]([OH:21])[CH3:20])[C:15]([O:17][CH3:18])=[O:16])=O)[C:2]1[CH:7]=[CH:6][CH:5]=[CH:4][CH:3]=1.C(Cl)Cl.S(Cl)(Cl)=O. (3) The reactants are: [F:1][C:2]1[C:7]([F:8])=[CH:6][CH:5]=[CH:4][C:3]=1[C:9]1[N:10]=[C:11]2[C:16]([NH2:17])=[N:15][NH:14][CH:13]=[C:12]2[N:18]=1.Cl[CH2:20][C:21]1[O:25][N:24]=[C:23]([C:26]2[CH:31]=[CH:30][C:29]([C:32]([F:35])([F:34])[F:33])=[CH:28][C:27]=2[F:36])[CH:22]=1. Given the product [F:1][C:2]1[C:7]([F:8])=[CH:6][CH:5]=[CH:4][C:3]=1[C:9]1[N:10]=[C:11]2[C:16]([NH2:17])=[N:15][N:14]([CH2:20][C:21]3[O:25][N:24]=[C:23]([C:26]4[CH:31]=[CH:30][C:29]([C:32]([F:35])([F:34])[F:33])=[CH:28][C:27]=4[F:36])[CH:22]=3)[CH:13]=[C:12]2[N:18]=1, predict the reactants needed to synthesize it.